This data is from Catalyst prediction with 721,799 reactions and 888 catalyst types from USPTO. The task is: Predict which catalyst facilitates the given reaction. (1) Reactant: [H-].[Al+3].[Li+].[H-].[H-].[H-].[CH3:7][C:8]1[CH:18]=[CH:17][CH:16]=[C:15]([O:19][CH3:20])[C:9]=1[C:10](OCC)=[O:11].O. Product: [CH3:7][C:8]1[CH:18]=[CH:17][CH:16]=[C:15]([O:19][CH3:20])[C:9]=1[CH2:10][OH:11]. The catalyst class is: 219. (2) Reactant: [SH:1][C:2]1[CH:10]=[CH:9][C:5]([C:6]([OH:8])=[O:7])=[CH:4][CH:3]=1.Br[CH2:12][CH2:13][Cl:14].C(=O)([O-])[O-].[K+].[K+]. Product: [Cl:14][CH2:13][CH2:12][S:1][C:2]1[CH:10]=[CH:9][C:5]([C:6]([OH:8])=[O:7])=[CH:4][CH:3]=1. The catalyst class is: 21.